Dataset: Catalyst prediction with 721,799 reactions and 888 catalyst types from USPTO. Task: Predict which catalyst facilitates the given reaction. (1) Reactant: C1(P(C2C=CC=CC=2)C2C=CC=CC=2)C=CC=CC=1.N(C(OC(C)C)=O)=NC(OC(C)C)=O.[Cl:34][C:35]1[CH:40]=[CH:39][C:38]([S:41]([NH:44][C@H:45]([C:49]2[CH:54]=[CH:53][CH:52]=[CH:51][CH:50]=2)[C:46]([NH2:48])=[O:47])(=[O:43])=[O:42])=[CH:37][CH:36]=1.[CH3:55][O:56][C:57](=[O:66])[C:58]1[CH:63]=[CH:62][C:61]([CH2:64]O)=[CH:60][CH:59]=1. Product: [CH3:55][O:56][C:57](=[O:66])[C:58]1[CH:63]=[CH:62][C:61]([CH2:64][N:44]([C@@H:45]([C:46](=[O:47])[NH2:48])[C:49]2[CH:50]=[CH:51][CH:52]=[CH:53][CH:54]=2)[S:41]([C:38]2[CH:39]=[CH:40][C:35]([Cl:34])=[CH:36][CH:37]=2)(=[O:42])=[O:43])=[CH:60][CH:59]=1. The catalyst class is: 7. (2) Reactant: [O:1]([C@H:8]1[CH2:13][CH2:12][C@H:11]([NH:14]C(=O)OC(C)(C)C)[CH2:10][CH2:9]1)[C:2]1[CH:7]=[CH:6][CH:5]=[CH:4][CH:3]=1.[ClH:22].C(OCC)(=O)C.CCCCCC. Product: [ClH:22].[O:1]([C@H:8]1[CH2:9][CH2:10][C@H:11]([NH2:14])[CH2:12][CH2:13]1)[C:2]1[CH:7]=[CH:6][CH:5]=[CH:4][CH:3]=1. The catalyst class is: 13. (3) Reactant: [CH2:1]([C:4]1([CH3:32])[C:8]2[N:9]=[C:10]([C:20]3[CH:25]=[CH:24][C:23]([NH:26][C:27]([NH:29][CH2:30][CH3:31])=[O:28])=[CH:22][CH:21]=3)[N:11]=[C:12]([N:13]3[CH2:18][CH2:17][O:16][CH2:15][C@@H:14]3[CH3:19])[C:7]=2[CH2:6][O:5]1)[CH:2]=[CH2:3].N#N.[OH:35]O.[OH-].[Na+]. Product: [CH2:30]([NH:29][C:27]([NH:26][C:23]1[CH:24]=[CH:25][C:20]([C:10]2[N:11]=[C:12]([N:13]3[CH2:18][CH2:17][O:16][CH2:15][C@@H:14]3[CH3:19])[C:7]3[CH2:6][O:5][C:4]([CH2:1][CH2:2][CH2:3][OH:35])([CH3:32])[C:8]=3[N:9]=2)=[CH:21][CH:22]=1)=[O:28])[CH3:31]. The catalyst class is: 30. (4) Reactant: [CH2:1]([NH:3][C:4]([N:6]1[CH2:10][C:9]([CH3:12])([CH3:11])[CH:8]=[N:7]1)=[S:5])[CH3:2].I[CH3:14]. Product: [CH3:14][S:5][C:4]([N:6]1[CH2:10][C:9]([CH3:11])([CH3:12])[CH:8]=[N:7]1)=[N:3][CH2:1][CH3:2]. The catalyst class is: 5. (5) Reactant: Cl[C:2]1[CH:7]=[C:6]([NH:8][C:9]2[CH:19]=[CH:18][CH:17]=[CH:16][C:10]=2[C:11]([NH:13][O:14][CH3:15])=[O:12])[C:5]([Cl:20])=[CH:4][N:3]=1.[CH3:21][C:22]1[CH:23]=[N:24][N:25]([CH:28]([CH3:30])[CH3:29])[C:26]=1[NH2:27].C(=O)([O-])[O-].[Cs+].[Cs+].C1C=CC(P(C2C(C3C(P(C4C=CC=CC=4)C4C=CC=CC=4)=CC=C4C=3C=CC=C4)=C3C(C=CC=C3)=CC=2)C2C=CC=CC=2)=CC=1. Product: [Cl:20][C:5]1[C:6]([NH:8][C:9]2[CH:19]=[CH:18][CH:17]=[CH:16][C:10]=2[C:11]([NH:13][O:14][CH3:15])=[O:12])=[CH:7][C:2]([NH:27][C:26]2[N:25]([CH:28]([CH3:30])[CH3:29])[N:24]=[CH:23][C:22]=2[CH3:21])=[N:3][CH:4]=1. The catalyst class is: 826.